This data is from Catalyst prediction with 721,799 reactions and 888 catalyst types from USPTO. The task is: Predict which catalyst facilitates the given reaction. (1) Reactant: [CH:1]1([C:4](=[O:17])[C:5]2[CH:10]=[CH:9][C:8]([C:11]([CH3:16])([CH3:15])[C:12]([OH:14])=[O:13])=[CH:7][CH:6]=2)[CH2:3][CH2:2]1.C[Si]([I:22])(C)C.S(=O)(O)[O-].[Na+]. Product: [I:22][CH2:3][CH2:2][CH2:1][C:4]([C:5]1[CH:10]=[CH:9][C:8]([C:11]([CH3:16])([CH3:15])[C:12]([OH:14])=[O:13])=[CH:7][CH:6]=1)=[O:17]. The catalyst class is: 2. (2) Reactant: [NH2:1][CH2:2][CH2:3][CH2:4][CH2:5][CH2:6][CH2:7][CH2:8][CH2:9][CH2:10][N:11]1[CH2:16][CH2:15][CH:14]([CH2:17][N:18]2[CH:22]=[N:21][C:20]([C@@:23]([CH:31]3[CH2:36][CH2:35][CH2:34][CH2:33][CH2:32]3)([C:25]3[CH:30]=[CH:29][CH:28]=[CH:27][CH:26]=3)[OH:24])=[N:19]2)[CH2:13][CH2:12]1.[CH2:37]([O:44][C:45]1[CH:46]=[CH:47][C:48]([C@@H:56]([O:59][Si:60]([C:63]([CH3:66])([CH3:65])[CH3:64])([CH3:62])[CH3:61])[CH2:57]Br)=[C:49]2[C:54]=1[NH:53][C:52](=[O:55])[CH:51]=[CH:50]2)[C:38]1[CH:43]=[CH:42][CH:41]=[CH:40][CH:39]=1.C(=O)([O-])O.[Na+]. Product: [NH3:1].[CH2:37]([O:44][C:45]1[CH:46]=[CH:47][C:48]([C@@H:56]([O:59][Si:60]([C:63]([CH3:64])([CH3:66])[CH3:65])([CH3:62])[CH3:61])[CH2:57][NH:1][CH2:2][CH2:3][CH2:4][CH2:5][CH2:6][CH2:7][CH2:8][CH2:9][CH2:10][N:11]2[CH2:12][CH2:13][CH:14]([CH2:17][N:18]3[CH:22]=[N:21][C:20]([C@:23]([CH:31]4[CH2:32][CH2:33][CH2:34][CH2:35][CH2:36]4)([OH:24])[C:25]4[CH:30]=[CH:29][CH:28]=[CH:27][CH:26]=4)=[N:19]3)[CH2:15][CH2:16]2)=[C:49]2[C:54]=1[NH:53][C:52](=[O:55])[CH:51]=[CH:50]2)[C:38]1[CH:39]=[CH:40][CH:41]=[CH:42][CH:43]=1. The catalyst class is: 10. (3) Reactant: [C:1]([O:5][C:6]([N:8]([CH3:13])[CH2:9][C:10]([OH:12])=O)=[O:7])([CH3:4])([CH3:3])[CH3:2].C(N(CC)C(C)C)(C)C.O.ON1C2C=CC=CC=2N=N1.[BrH:34].[Br-].[CH3:36][NH:37][CH2:38][CH2:39][CH2:40][P+:41]([C:54]1[CH:59]=[CH:58][CH:57]=[CH:56][CH:55]=1)([C:48]1[CH:53]=[CH:52][CH:51]=[CH:50][CH:49]=1)[C:42]1[CH:47]=[CH:46][CH:45]=[CH:44][CH:43]=1.Cl.C(N=C=NCCCN(C)C)C. Product: [C:1]([O:5][C:6]([N:8]([CH3:13])[CH2:9][C:10]([N:37]([CH3:36])[CH2:38][CH2:39][CH2:40][P+:41]([C:54]1[CH:59]=[CH:58][CH:57]=[CH:56][CH:55]=1)([C:42]1[CH:43]=[CH:44][CH:45]=[CH:46][CH:47]=1)[C:48]1[CH:53]=[CH:52][CH:51]=[CH:50][CH:49]=1)=[O:12])=[O:7])([CH3:2])([CH3:3])[CH3:4].[Br-:34]. The catalyst class is: 172. (4) Reactant: CN(C)C=O.[N:6]1[CH:11]=[CH:10][CH:9]=[CH:8][C:7]=1[N:12]1[CH:17]=[C:16]([C:18]2[CH:23]=[CH:22][CH:21]=[CH:20][N:19]=2)[CH:15]=[CH:14][C:13]1=[O:24].[Br:25]N1C(=O)CCC1=O. Product: [N:6]1[CH:11]=[CH:10][CH:9]=[CH:8][C:7]=1[N:12]1[CH:17]=[C:16]([C:18]2[CH:23]=[CH:22][CH:21]=[CH:20][N:19]=2)[CH:15]=[C:14]([Br:25])[C:13]1=[O:24]. The catalyst class is: 6. (5) Reactant: [CH2:1]([C:4]1[CH:9]=[CH:8][C:7]([S:10](Cl)(=[O:12])=[O:11])=[CH:6][CH:5]=1)[CH2:2][CH3:3].N1C=CC=CC=1.[NH2:20][C:21]1[CH:22]=[C:23]2[C:28](=[CH:29][CH:30]=1)[N:27]=[C:26]([CH3:31])[CH:25]=[CH:24]2.C([O-])(O)=O.[Na+]. Product: [CH3:31][C:26]1[CH:25]=[CH:24][C:23]2[C:28](=[CH:29][CH:30]=[C:21]([NH:20][S:10]([C:7]3[CH:8]=[CH:9][C:4]([CH2:1][CH2:2][CH3:3])=[CH:5][CH:6]=3)(=[O:12])=[O:11])[CH:22]=2)[N:27]=1. The catalyst class is: 4. (6) Reactant: [NH2:1][C:2]1[S:6][C:5]([S:7][CH3:8])=[N:4][C:3]=1[C:9]1[CH:14]=[CH:13][CH:12]=[CH:11][CH:10]=1.[OH:15]O. Product: [NH2:1][C:2]1[S:6][C:5]([S:7]([CH3:8])=[O:15])=[N:4][C:3]=1[C:9]1[CH:10]=[CH:11][CH:12]=[CH:13][CH:14]=1. The catalyst class is: 15.